Dataset: KCNQ2 potassium channel screen with 302,405 compounds. Task: Binary Classification. Given a drug SMILES string, predict its activity (active/inactive) in a high-throughput screening assay against a specified biological target. (1) The compound is Fc1ccc(CNC(=O)CN2C3CC(NC(=O)C)CC2CCC3)cc1. The result is 0 (inactive). (2) The molecule is O(C(=O)C=1C(c2c(NC1C)[nH]c(=O)[nH]c2=O)c1ccccc1)CC=C. The result is 0 (inactive). (3) The compound is S(=O)(=O)(N1CCC(CC1)C(=O)NCc1sccc1)c1sccc1. The result is 0 (inactive). (4) The compound is Clc1ccc(S(=O)(=O)NCC2CCC(CC2)C(=O)NCCN2CCOCC2)cc1. The result is 0 (inactive). (5) The compound is O1C2=C(C3(c4c(N(C3=O)C)cccc4)C(=C1N)C(OCC)=O)C(=O)CCC2. The result is 0 (inactive). (6) The drug is S(CC(=O)N1CCCCC1)c1n(c(nn1)Cc1[nH]c(=O)[nH]c(=O)c1)c1cc(OC)ccc1. The result is 0 (inactive). (7) The drug is s1c(NC(=O)CN2CCN(CC2)CCC)nnc1C. The result is 0 (inactive).